Dataset: Catalyst prediction with 721,799 reactions and 888 catalyst types from USPTO. Task: Predict which catalyst facilitates the given reaction. (1) Reactant: Cl[C:2]1[N:3]=[C:4]([NH:11][CH:12]2[CH2:15][CH2:14][CH2:13]2)[C:5]2[CH:10]=[CH:9][NH:8][C:6]=2[N:7]=1.[NH2:16][C:17]1[CH:22]=[CH:21][C:20]([N:23]([CH3:29])[C:24]([CH:26]2[CH2:28][CH2:27]2)=[O:25])=[CH:19][CH:18]=1.C[Si](Cl)(C)C. Product: [CH:12]1([NH:11][C:4]2[C:5]3[CH:10]=[CH:9][NH:8][C:6]=3[N:7]=[C:2]([NH:16][C:17]3[CH:18]=[CH:19][C:20]([N:23]([CH3:29])[C:24]([CH:26]4[CH2:27][CH2:28]4)=[O:25])=[CH:21][CH:22]=3)[N:3]=2)[CH2:15][CH2:14][CH2:13]1. The catalyst class is: 51. (2) Reactant: [NH2:1][C:2]1[C:10]2[C:5](=[C:6]([C:12]3[C:13]([C@@H:24]([NH:34][C:35](=[O:41])[O:36][C:37]([CH3:40])([CH3:39])[CH3:38])[CH2:25][C:26]4[CH:31]=[C:30]([F:32])[CH:29]=[C:28]([F:33])[CH:27]=4)=[N:14][C:15]([C:18]#[C:19][C:20]([OH:23])([CH3:22])[CH3:21])=[CH:16][CH:17]=3)[CH:7]=[CH:8][C:9]=2[Cl:11])[N:4]([CH3:42])[N:3]=1.C(N(C(C)C)CC)(C)C.[CH3:52][S:53](Cl)=[O:54]. Product: [Cl:11][C:9]1[CH:8]=[CH:7][C:6]([C:12]2[C:13]([C@@H:24]([NH:34][C:35](=[O:41])[O:36][C:37]([CH3:40])([CH3:39])[CH3:38])[CH2:25][C:26]3[CH:31]=[C:30]([F:32])[CH:29]=[C:28]([F:33])[CH:27]=3)=[N:14][C:15]([C:18]#[C:19][C:20]([OH:23])([CH3:21])[CH3:22])=[CH:16][CH:17]=2)=[C:5]2[C:10]=1[C:2]([NH:1][S:53]([CH3:52])=[O:54])=[N:3][N:4]2[CH3:42]. The catalyst class is: 96. (3) Reactant: [CH3:1][O:2][C:3]1[CH:8]=[CH:7][C:6](B(O)O)=[CH:5][CH:4]=1.I[C:13]1[C:21]2[C:16](=[N:17][CH:18]=[N:19][C:20]=2[NH2:22])[N:15]([CH:23]([CH3:25])[CH3:24])[N:14]=1.C([O-])([O-])=O.[Na+].[Na+]. Product: [CH:23]([N:15]1[C:16]2=[N:17][CH:18]=[N:19][C:20]([NH2:22])=[C:21]2[C:13]([C:6]2[CH:7]=[CH:8][C:3]([O:2][CH3:1])=[CH:4][CH:5]=2)=[N:14]1)([CH3:25])[CH3:24]. The catalyst class is: 414. (4) Reactant: [F:1][C:2]1[CH:7]=[C:6]([N+:8]([O-:10])=[O:9])[C:5](F)=[CH:4][C:3]=1[F:12].[CH3:13][CH2:14][N:15](C(C)C)C(C)C.[Si](OCCN)(C(C)(C)C)(C)C. Product: [CH2:14]([NH:15][C:5]1[CH:4]=[C:3]([F:12])[C:2]([F:1])=[CH:7][C:6]=1[N+:8]([O-:10])=[O:9])[CH3:13]. The catalyst class is: 10.